Predict the reaction yield, written as a fraction of the theoretical maximum amount of product (1.0 means a 100% yield; for example, 0.34 means a 34% yield). From a dataset of Reaction yield outcomes from USPTO patents with 853,638 reactions. (1) The catalyst is ClCCl. The product is [CH3:13][O:14][CH:15]([O:18][CH3:19])[CH2:16][NH:17][S:2]([NH:5][C:6](=[O:7])[O:12][C:8]([CH3:11])([CH3:10])[CH3:9])(=[O:4])=[O:3]. The yield is 0.685. The reactants are Cl[S:2]([N:5]=[C:6]=[O:7])(=[O:4])=[O:3].[C:8]([OH:12])([CH3:11])([CH3:10])[CH3:9].[CH3:13][O:14][CH:15]([O:18][CH3:19])[CH2:16][NH2:17].C(N(CC)CC)C.Cl. (2) The reactants are [CH3:1][C:2]1[N:6]=[C:5]([C:7]2[CH:15]=[CH:14][CH:13]=[CH:12][C:8]=2[C:9](Cl)=[O:10])[O:4][N:3]=1.[NH:16]1[CH2:21][CH2:20][CH2:19][CH2:18][CH:17]1[CH2:22][NH:23][C:24]([N:26]1[C:34]2[C:29](=[CH:30][CH:31]=[CH:32][CH:33]=2)[CH2:28][CH2:27]1)=[O:25].C(N(CC)CC)C. No catalyst specified. The product is [CH3:1][C:2]1[N:6]=[C:5]([C:7]2[CH:15]=[CH:14][CH:13]=[CH:12][C:8]=2[C:9]([N:16]2[CH2:21][CH2:20][CH2:19][CH2:18][CH:17]2[CH2:22][NH:23][C:24]([N:26]2[C:34]3[C:29](=[CH:30][CH:31]=[CH:32][CH:33]=3)[CH2:28][CH2:27]2)=[O:25])=[O:10])[O:4][N:3]=1. The yield is 0.500. (3) The reactants are [CH3:1][C:2]1[CH:6]=[CH:5][S:4][CH:3]=1.[Li]CCCC.[O:12]1[CH2:14][CH2:13]1. The catalyst is CCOCC. The product is [CH3:1][C:2]1[CH:6]=[C:5]([CH2:14][CH2:13][OH:12])[S:4][CH:3]=1. The yield is 0.860. (4) The reactants are [S:1]([C:5]1[CH:10]=[CH:9][C:8]([NH:11][C:12](=[S:15])[NH:13][NH2:14])=[CH:7][CH:6]=1)([OH:4])(=[O:3])=[O:2].[Na].[Cl:17][C:18]1[C:19]([OH:27])=[C:20]([CH:23]=[C:24]([Cl:26])[CH:25]=1)[CH:21]=O.Cl. The catalyst is C(O)C. The product is [Cl:17][C:18]1[C:19]([OH:27])=[C:20]([CH:23]=[C:24]([Cl:26])[CH:25]=1)[CH:21]=[N:14][NH:13][C:12]([NH:11][C:8]1[CH:7]=[CH:6][C:5]([S:1]([OH:4])(=[O:2])=[O:3])=[CH:10][CH:9]=1)=[S:15]. The yield is 0.240.